This data is from Catalyst prediction with 721,799 reactions and 888 catalyst types from USPTO. The task is: Predict which catalyst facilitates the given reaction. (1) Reactant: Cl[CH2:2][C:3]1[CH:4]=[CH:5][C:6]([O:22][CH3:23])=[C:7]([CH:21]=1)[O:8][CH2:9][C:10]1[N:11]=[C:12]([C:16]2[O:17][CH:18]=[CH:19][CH:20]=2)[O:13][C:14]=1[CH3:15].[CH2:24]([N:31]1[CH:35]=[C:34]([C:36]([O:38][CH2:39][CH3:40])=[O:37])[C:33]([OH:41])=[N:32]1)[C:25]1[CH:30]=[CH:29][CH:28]=[CH:27][CH:26]=1.C(=O)([O-])[O-].[K+].[K+].CN(C)C=O. The catalyst class is: 6. Product: [CH2:24]([N:31]1[CH:35]=[C:34]([C:36]([O:38][CH2:39][CH3:40])=[O:37])[C:33]([O:41][CH2:2][C:3]2[CH:4]=[CH:5][C:6]([O:22][CH3:23])=[C:7]([O:8][CH2:9][C:10]3[N:11]=[C:12]([C:16]4[O:17][CH:18]=[CH:19][CH:20]=4)[O:13][C:14]=3[CH3:15])[CH:21]=2)=[N:32]1)[C:25]1[CH:26]=[CH:27][CH:28]=[CH:29][CH:30]=1. (2) Reactant: [CH3:1][C:2]1([CH3:25])[C:6]([C:7]2[CH:12]=[C:11]([C:13]([O:15][CH3:16])=[O:14])[CH:10]=[CH:9][C:8]=2[C:17]2[CH:22]=[CH:21][CH:20]=[C:19]([CH2:23][CH3:24])[CH:18]=2)=[CH:5][CH2:4][CH2:3]1. Product: [CH3:1][C:2]1([CH3:25])[CH2:3][CH2:4][CH2:5][CH:6]1[C:7]1[CH:12]=[C:11]([C:13]([O:15][CH3:16])=[O:14])[CH:10]=[CH:9][C:8]=1[C:17]1[CH:22]=[CH:21][CH:20]=[C:19]([CH2:23][CH3:24])[CH:18]=1. The catalyst class is: 19. (3) Reactant: [CH3:1][C:2]1([CH3:31])[C:10]2[C:9]3[CH:11]=[C:12]([S:19]([O-:22])(=[O:21])=[O:20])[CH:13]=[C:14]([S:15]([O-:18])(=[O:17])=[O:16])[C:8]=3[CH:7]=[CH:6][C:5]=2[N+:4]([CH2:23][CH2:24][CH2:25][S:26]([O-:29])(=[O:28])=[O:27])=[C:3]1[CH3:30].[Na+:32].[Na+].[Br-:34].Br/[C:36](=[CH:45]\[NH:46][C:47]1[CH:52]=[CH:51][CH:50]=[CH:49][CH:48]=1)/[CH:37]=[NH+]/C1C=CC=CC=1.N1[CH:58]=[CH:57][CH:56]=[CH:55][CH:54]=1.C(O[C:63](=O)[CH3:64])(=O)C. Product: [Br:34]/[C:55](=[CH:56]\[CH:57]=[C:58]1\[N:46]([CH2:45][CH2:36][CH2:37][S:19]([O-:22])(=[O:21])=[O:20])[C:47]2[CH:48]=[CH:49][C:50]3[C:64]([S:26]([O-:29])(=[O:28])=[O:27])=[CH:63][C:14]([S:15]([O-:18])(=[O:17])=[O:16])=[CH:13][C:51]=3[C:52]=2[C:2]\1([CH3:3])[CH3:1])/[CH:54]=[CH:30]/[C:3]1[C:2]([CH3:31])([CH3:1])[C:10]2[C:9]3[CH:11]=[C:12]([S:19]([O-:22])(=[O:20])=[O:21])[CH:13]=[C:14]([S:15]([O-:18])(=[O:16])=[O:17])[C:8]=3[CH:7]=[CH:6][C:5]=2[N+:4]=1[CH2:23][CH2:24][CH2:25][S:26]([O-:29])(=[O:28])=[O:27].[Na+:32].[Na+:32].[Na+:32].[Na+:32].[Na+:32]. The catalyst class is: 27. (4) Reactant: [I:1][C:2]1[CH:3]=[C:4]([CH:8]=[CH:9][C:10]=1[CH3:11])[C:5](Cl)=[O:6].[NH2:12][C:13]1[CH:14]=[C:15]([C:20]([F:23])([F:22])[F:21])[CH:16]=[CH:17][C:18]=1[F:19].C(N(C(C)C)CC)(C)C. Product: [F:19][C:18]1[CH:17]=[CH:16][C:15]([C:20]([F:22])([F:23])[F:21])=[CH:14][C:13]=1[NH:12][C:5](=[O:6])[C:4]1[CH:8]=[CH:9][C:10]([CH3:11])=[C:2]([I:1])[CH:3]=1. The catalyst class is: 4. (5) Reactant: [Cl:1][C:2]1[CH:3]=[C:4]([NH:17][CH:18]2[N:23]=[CH:22][N:21]=[C:20]3[S:24][C:25]([C:27]#[C:28][Si](C)(C)C)=[CH:26][CH:19]23)[CH:5]=[CH:6][C:7]=1[O:8][CH2:9][C:10]1[CH:15]=[CH:14][CH:13]=[C:12]([F:16])[CH:11]=1.CCCC[N+](CCCC)(CCCC)CCCC.[F-]. Product: [Cl:1][C:2]1[CH:3]=[C:4]([NH:17][C:18]2[C:19]3[CH:26]=[C:25]([C:27]#[CH:28])[S:24][C:20]=3[N:21]=[CH:22][N:23]=2)[CH:5]=[CH:6][C:7]=1[O:8][CH2:9][C:10]1[CH:15]=[CH:14][CH:13]=[C:12]([F:16])[CH:11]=1. The catalyst class is: 1. (6) Reactant: C([O:3][C:4]([C:6]1[C:7]2[CH2:8][CH2:9][C:10]([O:27][CH3:28])([C:21]3[CH:26]=[CH:25][CH:24]=[CH:23][CH:22]=3)[O:11][C:12]=2[C:13]2[N:17]=[C:16]([CH3:18])[N:15]([CH3:19])[C:14]=2[CH:20]=1)=[O:5])C.[OH-].[K+]. Product: [CH3:28][O:27][C:10]1([C:21]2[CH:26]=[CH:25][CH:24]=[CH:23][CH:22]=2)[CH2:9][CH2:8][C:7]2[C:6]([C:4]([OH:5])=[O:3])=[CH:20][C:14]3[N:15]([CH3:19])[C:16]([CH3:18])=[N:17][C:13]=3[C:12]=2[O:11]1. The catalyst class is: 24.